This data is from Reaction yield outcomes from USPTO patents with 853,638 reactions. The task is: Predict the reaction yield, written as a fraction of the theoretical maximum amount of product (1.0 means a 100% yield; for example, 0.34 means a 34% yield). The reactants are C([O:8][CH:9]1[CH2:15][CH2:14][CH2:13][N:12]([C:16]([O:18][CH2:19][CH3:20])=[O:17])[CH2:11][CH2:10]1)C1C=CC=CC=1. The catalyst is CO.[Pd]. The product is [OH:8][CH:9]1[CH2:15][CH2:14][CH2:13][N:12]([C:16]([O:18][CH2:19][CH3:20])=[O:17])[CH2:11][CH2:10]1. The yield is 1.00.